Task: Predict the reaction yield, written as a fraction of the theoretical maximum amount of product (1.0 means a 100% yield; for example, 0.34 means a 34% yield).. Dataset: Reaction yield outcomes from USPTO patents with 853,638 reactions (1) The reactants are Cl[CH2:2][CH2:3][CH2:4][N:5]1[CH2:10][CH2:9][S:8][C:7]2[CH:11]=[C:12]([N+:15]([O-:17])=[O:16])[CH:13]=[CH:14][C:6]1=2.[CH3:18][NH:19][CH3:20].[I-].[K+].C(=O)([O-])[O-].[K+].[K+]. The catalyst is C(#N)C.O. The product is [CH3:18][N:19]([CH3:20])[CH2:2][CH2:3][CH2:4][N:5]1[CH2:10][CH2:9][S:8][C:7]2[CH:11]=[C:12]([N+:15]([O-:17])=[O:16])[CH:13]=[CH:14][C:6]1=2. The yield is 0.420. (2) The reactants are [CH:1]([C:4]1[CH:5]=[C:6]([OH:10])[CH:7]=[CH:8][CH:9]=1)([CH3:3])[CH3:2].C(N(C(C)C)CC)(C)C.[CH3:20][O:21][CH2:22]Cl. The catalyst is C(Cl)Cl.O. The product is [CH:1]([C:4]1[CH:5]=[C:6]([O:10][CH2:20][O:21][CH3:22])[CH:7]=[CH:8][CH:9]=1)([CH3:3])[CH3:2]. The yield is 0.560. (3) The reactants are [Br:1][C:2]1[CH:27]=[CH:26][C:5]([CH2:6][N:7]2[C:11]3[CH:12]=[C:13]([OH:16])[CH:14]=[CH:15][C:10]=3[N:9]=[C:8]2[CH2:17][C:18]([CH3:25])([CH3:24])[C:19]([O:21]CC)=[O:20])=[CH:4][CH:3]=1.Cl[CH2:29][C:30]1[CH:34]=[CH:33][N:32]([CH3:35])[N:31]=1.C([O-])([O-])=O.[K+].[K+].[OH-].[Na+]. The catalyst is CN(C=O)C.C1COCC1.CO. The product is [Br:1][C:2]1[CH:27]=[CH:26][C:5]([CH2:6][N:7]2[C:11]3[CH:12]=[C:13]([O:16][CH2:29][C:30]4[CH:34]=[CH:33][N:32]([CH3:35])[N:31]=4)[CH:14]=[CH:15][C:10]=3[N:9]=[C:8]2[CH2:17][C:18]([CH3:25])([CH3:24])[C:19]([OH:21])=[O:20])=[CH:4][CH:3]=1. The yield is 0.190. (4) The reactants are [F:1][C:2]1[CH:11]=[C:10]([C:12]2[C:13]([CH3:43])([CH3:42])[C@H:14]3[C@:27]([CH3:30])([CH2:28][CH:29]=2)[C@@H:26]2[C@:17]([CH3:41])([C@@:18]4([CH3:40])[C@H:23]([CH2:24][CH2:25]2)[C@H:22]2[C@H:31]([C:34]([CH3:36])=[CH2:35])[CH2:32][CH2:33][C@:21]2([N:37]=C=O)[CH2:20][CH2:19]4)[CH2:16][CH2:15]3)[CH:9]=[CH:8][C:3]=1[C:4]([O:6]C)=[O:5].Cl. The catalyst is C1COCC1.O. The product is [NH2:37][C@:21]12[CH2:33][CH2:32][C@@H:31]([C:34]([CH3:36])=[CH2:35])[C@@H:22]1[C@@H:23]1[C@@:18]([CH3:40])([CH2:19][CH2:20]2)[C@@:17]2([CH3:41])[C@@H:26]([C@:27]3([CH3:30])[C@@H:14]([CH2:15][CH2:16]2)[C:13]([CH3:42])([CH3:43])[C:12]([C:10]2[CH:9]=[CH:8][C:3]([C:4]([OH:6])=[O:5])=[C:2]([F:1])[CH:11]=2)=[CH:29][CH2:28]3)[CH2:25][CH2:24]1. The yield is 0.870.